This data is from hERG potassium channel inhibition data for cardiac toxicity prediction from Karim et al.. The task is: Regression/Classification. Given a drug SMILES string, predict its toxicity properties. Task type varies by dataset: regression for continuous values (e.g., LD50, hERG inhibition percentage) or binary classification for toxic/non-toxic outcomes (e.g., AMES mutagenicity, cardiotoxicity, hepatotoxicity). Dataset: herg_karim. (1) The compound is FC(F)c1nc2ccccc2n1-c1nc(N2CCOCC2)nc(N2CCOCC2)n1. The result is 0 (non-blocker). (2) The molecule is Cc1nc2ccc(F)cc2n1C1C[C@H]2CC[C@H](C1)N2CC[C@H](NC(=O)[C@H]1CC[S@@+]([O-])CC1)c1ccc(F)cc1. The result is 0 (non-blocker).